Dataset: Full USPTO retrosynthesis dataset with 1.9M reactions from patents (1976-2016). Task: Predict the reactants needed to synthesize the given product. (1) Given the product [C:1]1([C@H:11]([NH:13][CH2:14][CH2:15][CH2:16][C:17]2[CH:25]=[CH:24][C:20]([C:21]([NH:27][C@@H:28]3[CH2:32][CH2:31][O:30][C:29]3=[O:33])=[O:22])=[CH:19][CH:18]=2)[CH3:12])[C:10]2[C:5](=[CH:6][CH:7]=[CH:8][CH:9]=2)[CH:4]=[CH:3][CH:2]=1, predict the reactants needed to synthesize it. The reactants are: [C:1]1([C@H:11]([NH:13][CH2:14][CH2:15][CH2:16][C:17]2[CH:25]=[CH:24][C:20]([C:21](O)=[O:22])=[CH:19][CH:18]=2)[CH3:12])[C:10]2[C:5](=[CH:6][CH:7]=[CH:8][CH:9]=2)[CH:4]=[CH:3][CH:2]=1.Cl.[NH2:27][C@@H:28]1[CH2:32][CH2:31][O:30][C:29]1=[O:33]. (2) Given the product [CH:1]1([O:6][C:10]2[CH:14]=[CH:13][S:12][CH:11]=2)[CH2:5][CH2:4][CH2:3][CH2:2]1, predict the reactants needed to synthesize it. The reactants are: [CH:1]1([OH:6])[CH2:5][CH2:4][CH2:3][CH2:2]1.[H-].[Na+].Br[C:10]1[CH:14]=[CH:13][S:12][CH:11]=1.[C-]#N.[Na+]. (3) Given the product [CH3:1][O:2][C:3]1[S:4][C:5]([CH2:8][CH2:9][C:10]2[NH:14][N:13]=[C:12]([NH:15][C:17]3[CH:22]=[CH:21][N:20]=[C:19]([NH:23][CH2:24][C:25]4[O:29][N:28]=[C:27]([CH3:30])[CH:26]=4)[N:18]=3)[CH:11]=2)=[CH:6][N:7]=1, predict the reactants needed to synthesize it. The reactants are: [CH3:1][O:2][C:3]1[S:4][C:5]([CH2:8][CH2:9][C:10]2[NH:14][N:13]=[C:12]([NH2:15])[CH:11]=2)=[CH:6][N:7]=1.Cl[C:17]1[CH:22]=[CH:21][N:20]=[C:19]([NH:23][CH2:24][C:25]2[O:29][N:28]=[C:27]([CH3:30])[CH:26]=2)[N:18]=1. (4) Given the product [CH3:1][C:2]1[CH:3]=[C:4]([CH2:9][C:10]([NH2:13])([CH3:11])[CH3:12])[CH:5]=[C:6]([CH3:8])[CH:7]=1, predict the reactants needed to synthesize it. The reactants are: [CH3:1][C:2]1[CH:3]=[C:4]([CH2:9][C:10]([NH:13]C=O)([CH3:12])[CH3:11])[CH:5]=[C:6]([CH3:8])[CH:7]=1.Cl. (5) Given the product [O:16]=[C:6]1[C:7]2[C:12](=[CH:11][CH:10]=[C:9]([NH:13][C:32]([C:26]3[CH:25]=[N:24][N:23]([C:17]4[CH:22]=[CH:21][CH:20]=[CH:19][CH:18]=4)[C:27]=3[C:28]([F:30])([F:31])[F:29])=[O:33])[CH:8]=2)[N:4]([CH2:1][CH2:2][CH3:3])[NH:5]1, predict the reactants needed to synthesize it. The reactants are: [CH2:1]([N:4]1[C:12]2[C:7](=[CH:8][C:9]([N+:13]([O-])=O)=[CH:10][CH:11]=2)[C:6](=[O:16])[NH:5]1)[CH:2]=[CH2:3].[C:17]1([N:23]2[C:27]([C:28]([F:31])([F:30])[F:29])=[C:26]([C:32](O)=[O:33])[CH:25]=[N:24]2)[CH:22]=[CH:21][CH:20]=[CH:19][CH:18]=1.C(OC(Cl)=O)C(C)C.C(N(CC)CC)C.